From a dataset of Catalyst prediction with 721,799 reactions and 888 catalyst types from USPTO. Predict which catalyst facilitates the given reaction. (1) Reactant: [N:1]([CH:4]([C:15]1[CH:20]=[CH:19][C:18]([O:21][CH3:22])=[CH:17][CH:16]=1)[C:5]([C:7]1[CH:8]=[N:9][C:10]([O:13][CH3:14])=[CH:11][CH:12]=1)=[O:6])=[N+]=[N-].[ClH:23]. Product: [ClH:23].[NH2:1][CH:4]([C:15]1[CH:16]=[CH:17][C:18]([O:21][CH3:22])=[CH:19][CH:20]=1)[C:5]([C:7]1[CH:8]=[N:9][C:10]([O:13][CH3:14])=[CH:11][CH:12]=1)=[O:6]. The catalyst class is: 43. (2) Reactant: [CH3:1][C:2]1[CH:3]=[C:4]([CH:42]=[CH:43][CH:44]=1)[CH2:5][N:6]1[CH:10]=[C:9]([C:11]2[C:19]3[C:14](=[N:15][CH:16]=[C:17]([C:20]4[CH:25]=[CH:24][C:23]([N:26]5[CH2:31][CH2:30][NH:29][CH2:28][CH2:27]5)=[CH:22][CH:21]=4)[CH:18]=3)[N:13]([S:32]([C:35]3[CH:41]=[CH:40][C:38]([CH3:39])=[CH:37][CH:36]=3)(=[O:34])=[O:33])[CH:12]=2)[CH:8]=[N:7]1.[CH3:45][C@H:46]1[CH2:48][O:47]1.CCN(C(C)C)C(C)C. Product: [CH3:1][C:2]1[CH:3]=[C:4]([CH:42]=[CH:43][CH:44]=1)[CH2:5][N:6]1[CH:10]=[C:9]([C:11]2[C:19]3[C:14](=[N:15][CH:16]=[C:17]([C:20]4[CH:21]=[CH:22][C:23]([N:26]5[CH2:27][CH2:28][N:29]([CH2:45][C@@H:46]([OH:47])[CH3:48])[CH2:30][CH2:31]5)=[CH:24][CH:25]=4)[CH:18]=3)[N:13]([S:32]([C:35]3[CH:41]=[CH:40][C:38]([CH3:39])=[CH:37][CH:36]=3)(=[O:34])=[O:33])[CH:12]=2)[CH:8]=[N:7]1. The catalyst class is: 8. (3) Reactant: [OH:1][CH2:2][C:3]1[O:7][N:6]=[C:5]([C:8]2[CH:13]=[CH:12][CH:11]=[CH:10][N:9]=2)[C:4]=1[CH2:14][O:15][C:16]1[CH:24]=[CH:23][C:19]([C:20]([OH:22])=O)=[CH:18][N:17]=1.[CH3:25][N:26]([CH3:28])[NH2:27].F[B-](F)(F)F.C[N+](C)=C(N(C)C)ON1C2C=CC=CC=2N=N1.C(N(CC)C(C)C)(C)C. Product: [CH3:25][N:26]([CH3:28])[NH:27][C:20](=[O:22])[C:19]1[CH:23]=[CH:24][C:16]([O:15][CH2:14][C:4]2[C:5]([C:8]3[CH:13]=[CH:12][CH:11]=[CH:10][N:9]=3)=[N:6][O:7][C:3]=2[CH2:2][OH:1])=[N:17][CH:18]=1. The catalyst class is: 3. (4) Reactant: [N:1]1[CH:6]=[CH:5][C:4]([CH2:7][CH2:8][NH:9][C:10]([C:12]2[S:16][C:15]([C:17]([O:19]C)=O)=[CH:14][CH:13]=2)=[O:11])=[CH:3][CH:2]=1.CO.O.[NH2:24][NH2:25]. Product: [N:1]1[CH:6]=[CH:5][C:4]([CH2:7][CH2:8][NH:9][C:10]([C:12]2[S:16][C:15]([C:17]([NH:24][NH2:25])=[O:19])=[CH:14][CH:13]=2)=[O:11])=[CH:3][CH:2]=1. The catalyst class is: 7. (5) Reactant: [Na+].[CH2:2]([P:4]([OH:11])([CH2:6][CH2:7][C:8]([O-:10])=[O:9])=[O:5])[CH3:3].S(=O)(=O)(O)O. Product: [CH2:2]([P:4]([OH:11])([CH2:6][CH2:7][C:8]([OH:10])=[O:9])=[O:5])[CH3:3]. The catalyst class is: 6.